Predict which catalyst facilitates the given reaction. From a dataset of Catalyst prediction with 721,799 reactions and 888 catalyst types from USPTO. Reactant: [F:1][C:2]([F:17])([S:13]([O-:16])(=[O:15])=[O:14])[C:3]([F:12])([F:11])[C:4]([F:10])([F:9])[C:5]([F:8])([F:7])[F:6].O[C:19]1[CH:24]=[CH:23][C:22]([S+:25]([C:32]2[CH:37]=[CH:36][CH:35]=[CH:34][CH:33]=2)[C:26]2[CH:31]=[CH:30][CH:29]=[CH:28][CH:27]=2)=[CH:21][CH:20]=1.ClCCl.C(N(CC)[C:44](Cl)=[O:45])C.[CH2:49]([N:51](CC)[CH2:52][CH3:53])[CH3:50]. Product: [F:17][C:2]([F:1])([S:13]([O-:16])(=[O:15])=[O:14])[C:3]([F:11])([F:12])[C:4]([F:10])([F:9])[C:5]([F:8])([F:7])[F:6].[CH2:49]([N:51]([O:14][C:44]([C:19]1[CH:24]=[CH:23][C:22]([S+:25]([C:32]2[CH:37]=[CH:36][CH:35]=[CH:34][CH:33]=2)[C:26]2[CH:31]=[CH:30][CH:29]=[CH:28][CH:27]=2)=[CH:21][CH:20]=1)=[O:45])[CH2:52][CH3:53])[CH3:50]. The catalyst class is: 6.